This data is from Full USPTO retrosynthesis dataset with 1.9M reactions from patents (1976-2016). The task is: Predict the reactants needed to synthesize the given product. (1) Given the product [C:8]([C:7]1[C@H:6]([C:10]2[CH:11]=[C:12]3[C:16](=[CH:17][CH:18]=2)[NH:15][N:14]=[C:13]3[CH3:19])[C:5]([C:20]#[N:21])=[C:4]([C:22]([F:23])([F:25])[F:24])[N-:3][C:2]=1[CH3:1])#[N:9].[Na+:27], predict the reactants needed to synthesize it. The reactants are: [CH3:1][C:2]1[NH:3][C:4]([C:22]([F:25])([F:24])[F:23])=[C:5]([C:20]#[N:21])[C@@H:6]([C:10]2[CH:11]=[C:12]3[C:16](=[CH:17][CH:18]=2)[NH:15][N:14]=[C:13]3[CH3:19])[C:7]=1[C:8]#[N:9].[OH-].[Na+:27]. (2) The reactants are: [CH:1](=O)[C:2]1[CH:7]=[CH:6][CH:5]=[CH:4][CH:3]=1.C(OC(=O)[NH:15][CH2:16][CH2:17][CH2:18][NH2:19])(C)(C)C. Given the product [CH2:1]([NH:15][CH2:16][CH2:17][CH2:18][NH2:19])[C:2]1[CH:7]=[CH:6][CH:5]=[CH:4][CH:3]=1, predict the reactants needed to synthesize it. (3) Given the product [CH2:1]([O:8][NH:9][C@H:10]1[CH2:15][N:14]([C:16]([O:18][C:19]([CH3:20])([CH3:21])[CH3:22])=[O:17])[C@H:13]([C:23]([S:48][C:45]2[CH:46]=[CH:47][C:42]([C:38]([CH3:41])([CH3:40])[CH3:39])=[CH:43][CH:44]=2)=[O:25])[CH2:12][CH2:11]1)[C:2]1[CH:7]=[CH:6][CH:5]=[CH:4][CH:3]=1, predict the reactants needed to synthesize it. The reactants are: [CH2:1]([O:8][NH:9][C@H:10]1[CH2:15][N:14]([C:16]([O:18][C:19]([CH3:22])([CH3:21])[CH3:20])=[O:17])[C@H:13]([C:23]([OH:25])=O)[CH2:12][CH2:11]1)[C:2]1[CH:7]=[CH:6][CH:5]=[CH:4][CH:3]=1.Cl.C(N=C=NCCCN(C)C)C.[C:38]([C:42]1[CH:47]=[CH:46][C:45]([SH:48])=[CH:44][CH:43]=1)([CH3:41])([CH3:40])[CH3:39]. (4) Given the product [C:15]([O:19][C:20]([N:22]1[CH2:27][CH2:26][CH:25]([CH2:28][NH:29][CH:10]2[CH2:9][CH2:8][C:7]3[C:12](=[CH:13][C:4]([N+:1]([O-:3])=[O:2])=[CH:5][CH:6]=3)[CH2:11]2)[CH2:24][CH2:23]1)=[O:21])([CH3:18])([CH3:17])[CH3:16], predict the reactants needed to synthesize it. The reactants are: [N+:1]([C:4]1[CH:13]=[C:12]2[C:7]([CH2:8][CH2:9][C:10](=O)[CH2:11]2)=[CH:6][CH:5]=1)([O-:3])=[O:2].[C:15]([O:19][C:20]([N:22]1[CH2:27][CH2:26][CH:25]([CH2:28][NH2:29])[CH2:24][CH2:23]1)=[O:21])([CH3:18])([CH3:17])[CH3:16].C(O[BH-](OC(=O)C)OC(=O)C)(=O)C.[Na+].CO.C(Cl)Cl. (5) The reactants are: ClC1C=CC(C2C=CC(CO)=CC=2)=CC=1C(F)(F)F.C[O:21][C:22](=[O:51])[CH2:23][O:24][C:25]1[CH:30]=[CH:29][C:28]([S:31][CH2:32][C:33]2[CH:38]=[CH:37][C:36]([C:39]3[CH:44]=[CH:43][C:42]([Cl:45])=[C:41]([C:46]([F:49])([F:48])[F:47])[CH:40]=3)=[CH:35][CH:34]=2)=[CH:27][C:26]=1[CH3:50]. Given the product [Cl:45][C:42]1[CH:43]=[CH:44][C:39]([C:36]2[CH:37]=[CH:38][C:33]([CH2:32][S:31][C:28]3[CH:29]=[CH:30][C:25]([O:24][CH2:23][C:22]([OH:51])=[O:21])=[C:26]([CH3:50])[CH:27]=3)=[CH:34][CH:35]=2)=[CH:40][C:41]=1[C:46]([F:49])([F:47])[F:48], predict the reactants needed to synthesize it. (6) Given the product [F:1][CH:2]([F:11])[CH:3]([C:5]1[CH:10]=[CH:9][CH:8]=[CH:7][CH:6]=1)[NH2:17], predict the reactants needed to synthesize it. The reactants are: [F:1][CH:2]([F:11])[C:3]([C:5]1[CH:10]=[CH:9][CH:8]=[CH:7][CH:6]=1)=O.[Li+].C[Si]([N-:17][Si](C)(C)C)(C)C.[OH-].[Na+].CO. (7) Given the product [OH:17][C:14]1[CH:15]=[CH:16][C:11]([C:8]2[CH:7]=[C:6]([C:4]([NH2:18])=[O:3])[O:10][N:9]=2)=[CH:12][CH:13]=1, predict the reactants needed to synthesize it. The reactants are: C([O:3][C:4]([C:6]1[O:10][N:9]=[C:8]([C:11]2[CH:16]=[CH:15][C:14]([OH:17])=[CH:13][CH:12]=2)[CH:7]=1)=O)C.[NH3:18]. (8) Given the product [Br:8][C:9]1[CH:10]=[CH:11][C:12]([O:5][CH2:4][CH:1]2[CH2:3][CH2:2]2)=[N:13][CH:14]=1, predict the reactants needed to synthesize it. The reactants are: [CH:1]1([CH2:4][OH:5])[CH2:3][CH2:2]1.[H-].[Na+].[Br:8][C:9]1[CH:10]=[CH:11][C:12](F)=[N:13][CH:14]=1.